This data is from Catalyst prediction with 721,799 reactions and 888 catalyst types from USPTO. The task is: Predict which catalyst facilitates the given reaction. The catalyst class is: 4. Reactant: C1(C)C=CC(S(Cl)(=O)=O)=CC=1.[CH3:12][O:13][CH2:14][CH2:15][C:16]1[N:17]([CH2:42][CH2:43][CH3:44])[C:18]2[C:27]3[CH:26]=[CH:25][C:24]([O:28][CH2:29][CH2:30][CH2:31][NH:32][C:33](=[O:39])[O:34][C:35]([CH3:38])([CH3:37])[CH3:36])=[CH:23][C:22]=3[N+:21]([O-])=[CH:20][C:19]=2[N:41]=1.[OH-].[NH4+:46]. Product: [NH2:46][C:20]1[C:19]2[N:41]=[C:16]([CH2:15][CH2:14][O:13][CH3:12])[N:17]([CH2:42][CH2:43][CH3:44])[C:18]=2[C:27]2[CH:26]=[CH:25][C:24]([O:28][CH2:29][CH2:30][CH2:31][NH:32][C:33](=[O:39])[O:34][C:35]([CH3:38])([CH3:37])[CH3:36])=[CH:23][C:22]=2[N:21]=1.